Dataset: Catalyst prediction with 721,799 reactions and 888 catalyst types from USPTO. Task: Predict which catalyst facilitates the given reaction. (1) Reactant: [Br:1][C:2]1[CH:3]=[C:4]([CH:7]=[C:8]([Cl:10])[CH:9]=1)[C:5]#[N:6].[CH3:11][Mg]Br.[H-].[Al+3].[Li+].[H-].[H-].[H-]. Product: [Br:1][C:2]1[CH:3]=[C:4]([CH:5]([NH2:6])[CH3:11])[CH:7]=[C:8]([Cl:10])[CH:9]=1. The catalyst class is: 7. (2) Reactant: [C:1]([O:5][C:6]([N:8]1[CH2:13][CH2:12][N:11]([C:14]2[C:19]([N+:20]([O-])=O)=[CH:18][CH:17]=[CH:16][N:15]=2)[CH2:10][CH2:9]1)=[O:7])([CH3:4])([CH3:3])[CH3:2].[H][H]. Product: [C:1]([O:5][C:6]([N:8]1[CH2:13][CH2:12][N:11]([C:14]2[C:19]([NH2:20])=[CH:18][CH:17]=[CH:16][N:15]=2)[CH2:10][CH2:9]1)=[O:7])([CH3:4])([CH3:2])[CH3:3]. The catalyst class is: 63. (3) The catalyst class is: 37. Reactant: [F:1][C:2]1[CH:3]=[C:4]([NH:9][C:10]2[C:15]([C:16]([NH:18][C@@H:19]3[CH2:23][CH2:22][N:21]([C:24]([O:26][C:27]([CH3:30])([CH3:29])[CH3:28])=[O:25])[CH2:20]3)=[O:17])=[CH:14][C:13]([F:31])=[CH:12][N:11]=2)[CH:5]=[CH:6][C:7]=1[F:8].[C:32](N1C=CN=C1)(N1C=CN=C1)=[O:33].[H-].[Na+].O. Product: [F:1][C:2]1[CH:3]=[C:4]([N:9]2[C:10]3[N:11]=[CH:12][C:13]([F:31])=[CH:14][C:15]=3[C:16](=[O:17])[N:18]([C@@H:19]3[CH2:23][CH2:22][N:21]([C:24]([O:26][C:27]([CH3:28])([CH3:30])[CH3:29])=[O:25])[CH2:20]3)[C:32]2=[O:33])[CH:5]=[CH:6][C:7]=1[F:8].